Dataset: Full USPTO retrosynthesis dataset with 1.9M reactions from patents (1976-2016). Task: Predict the reactants needed to synthesize the given product. Given the product [CH2:17]([NH:19][C:10]1[C:11]([I:12])=[C:6]([C:2]2[O:1][CH:5]=[CH:4][CH:3]=2)[N:7]=[C:8]([NH2:16])[N:9]=1)[CH3:18], predict the reactants needed to synthesize it. The reactants are: [O:1]1[CH:5]=[CH:4][CH:3]=[C:2]1[C:6]1[C:11]([I:12])=[C:10](S(C)=O)[N:9]=[C:8]([NH2:16])[N:7]=1.[CH2:17]([NH2:19])[CH3:18].